Dataset: Forward reaction prediction with 1.9M reactions from USPTO patents (1976-2016). Task: Predict the product of the given reaction. Given the reactants COC1C=CC(C(C2C=CC(OC)=CC=2)[N:10]2[C:14]3[CH:15]=[CH:16][CH:17]=[C:18]([O:19][C:20]4[CH:29]=[C:28]([N:30]5[CH2:35][CH2:34][N:33]([CH2:36][C:37]6[CH2:42][CH2:41][C:40]([CH3:44])([CH3:43])[CH2:39][C:38]=6[C:45]6[CH:50]=[CH:49][C:48]([Cl:51])=[CH:47][CH:46]=6)[CH2:32][CH2:31]5)[CH:27]=[CH:26][C:21]=4C(OC)=O)C=3N=C2)=CC=1.[CH3:60][N:61]([CH3:64])[CH:62]=[O:63].C(Cl)(=O)C(Cl)=O, predict the reaction product. The product is: [Cl:51][C:48]1[CH:47]=[CH:46][C:45]([C:38]2[CH2:39][C:40]([CH3:44])([CH3:43])[CH2:41][CH2:42][C:37]=2[CH2:36][N:33]2[CH2:32][CH2:31][N:30]([C:28]3[CH:27]=[CH:26][C:21]4[C:62](=[O:63])[N:61]5[CH:64]=[N:10][C:14]6[CH:15]=[CH:16][CH:17]=[C:18]([C:60]=65)[O:19][C:20]=4[CH:29]=3)[CH2:35][CH2:34]2)=[CH:50][CH:49]=1.